From a dataset of Full USPTO retrosynthesis dataset with 1.9M reactions from patents (1976-2016). Predict the reactants needed to synthesize the given product. (1) The reactants are: ClC1C=C(C2N=C(O)C3C=CN=CC=3N=2)C=CN=1.N1(C(OC(C)(C)C)=O)CCNCC1.[C:32]([O:36][C:37]([N:39]1[CH2:44][CH2:43][N:42]([C:45]2[C:46]3[C:61](C4CC4)=[CH:60][N:59]=[CH:58][C:47]=3[N:48]=[C:49]([C:51]3[CH:56]=[CH:55][N:54]=[C:53]([Cl:57])[CH:52]=3)[N:50]=2)[CH2:41][CH2:40]1)=[O:38])([CH3:35])([CH3:34])[CH3:33]. Given the product [C:32]([O:36][C:37]([N:39]1[CH2:40][CH2:41][N:42]([C:45]2[C:46]3[CH:61]=[CH:60][N:59]=[CH:58][C:47]=3[N:48]=[C:49]([C:51]3[CH:56]=[CH:55][N:54]=[C:53]([Cl:57])[CH:52]=3)[N:50]=2)[CH2:43][CH2:44]1)=[O:38])([CH3:35])([CH3:33])[CH3:34], predict the reactants needed to synthesize it. (2) Given the product [Br:14][C:15]1[CH:20]=[CH:19][C:18]([NH:21][C:22]2[O:13][C:3]3[CH:4]=[CH:5][C:6]([O:8][C:9]([F:10])([F:11])[F:12])=[CH:7][C:2]=3[N:1]=2)=[CH:17][CH:16]=1, predict the reactants needed to synthesize it. The reactants are: [NH2:1][C:2]1[CH:7]=[C:6]([O:8][C:9]([F:12])([F:11])[F:10])[CH:5]=[CH:4][C:3]=1[OH:13].[Br:14][C:15]1[CH:20]=[CH:19][C:18]([N:21]=[C:22]=S)=[CH:17][CH:16]=1.C(N(CC)CC)C.